From a dataset of Catalyst prediction with 721,799 reactions and 888 catalyst types from USPTO. Predict which catalyst facilitates the given reaction. (1) Reactant: [Br:1][C:2]1[CH:3]=[C:4]([CH:21]=[O:22])[C:5]([N:8]2[CH2:13][CH2:12][N:11]([C:14]([O:16][C:17]([CH3:20])([CH3:19])[CH3:18])=[O:15])[CH2:10][CH2:9]2)=[N:6][CH:7]=1.[BH4-].[Na+]. Product: [Br:1][C:2]1[CH:3]=[C:4]([CH2:21][OH:22])[C:5]([N:8]2[CH2:13][CH2:12][N:11]([C:14]([O:16][C:17]([CH3:18])([CH3:20])[CH3:19])=[O:15])[CH2:10][CH2:9]2)=[N:6][CH:7]=1. The catalyst class is: 5. (2) Reactant: [Cl:1][C:2]1[CH:10]=[C:9]2[C:5]([C:6](=[O:22])[C:7](=[O:21])[N:8]2[CH:11]([CH2:15][CH:16]2[CH2:20][CH2:19][CH2:18][CH2:17]2)[C:12](O)=[O:13])=[CH:4][CH:3]=1.[N:23]1[CH:28]=[CH:27][CH:26]=[CH:25][C:24]=1[NH2:29].C(N(CC)C(C)C)(C)C.F[P-](F)(F)(F)(F)F.N1(O[P+](N(C)C)(N(C)C)N(C)C)C2C=CC=CC=2N=N1. Product: [Cl:1][C:2]1[CH:10]=[C:9]2[C:5]([C:6](=[O:22])[C:7](=[O:21])[N:8]2[CH:11]([CH2:15][CH:16]2[CH2:17][CH2:18][CH2:19][CH2:20]2)[C:12]([NH:29][C:24]2[CH:25]=[CH:26][CH:27]=[CH:28][N:23]=2)=[O:13])=[CH:4][CH:3]=1. The catalyst class is: 42. (3) Reactant: [CH2:1]([O:8][C:9]([N:11]1[CH2:16][CH2:15][N:14]([C:17]([O:19][C:20]([CH3:23])([CH3:22])[CH3:21])=[O:18])[CH:13]([C:24]([OH:26])=[O:25])[CH2:12]1)=[O:10])[C:2]1[CH:7]=[CH:6][CH:5]=[CH:4][CH:3]=1.[CH:27]1(O)[CH2:31][CH2:30][CH2:29][CH2:28]1.C(Cl)CCl.O. Product: [N:14]1([C:17]([O:19][C:20]([CH3:22])([CH3:23])[CH3:21])=[O:18])[CH2:15][CH2:16][N:11]([C:9]([O:8][CH2:1][C:2]2[CH:3]=[CH:4][CH:5]=[CH:6][CH:7]=2)=[O:10])[CH2:12][CH:13]1[C:24]([O:26][CH:27]1[CH2:31][CH2:30][CH2:29][CH2:28]1)=[O:25]. The catalyst class is: 64.